This data is from Full USPTO retrosynthesis dataset with 1.9M reactions from patents (1976-2016). The task is: Predict the reactants needed to synthesize the given product. (1) Given the product [CH2:10]([O:17][C:18]([NH:20][C@H:21]([C:25]([O:27][CH2:4][CH2:9][C:8]1[CH:33]=[CH:28][C:29]([CH3:30])=[CH:6][CH:7]=1)=[O:26])[CH:22]([CH3:24])[CH3:23])=[O:19])[C:11]1[CH:12]=[CH:13][CH:14]=[CH:15][CH:16]=1, predict the reactants needed to synthesize it. The reactants are: CN([C:4]1[CH:9]=[CH:8][CH:7]=[CH:6]N=1)C.[CH2:10]([O:17][C:18]([NH:20][C@H:21]([C:25]([OH:27])=[O:26])[CH:22]([CH3:24])[CH3:23])=[O:19])[C:11]1[CH:16]=[CH:15][CH:14]=[CH:13][CH:12]=1.[CH:28]1(N=C=N[CH:28]2[CH2:33]CC[CH2:30][CH2:29]2)[CH2:33]CC[CH2:30][CH2:29]1. (2) Given the product [CH:2]1([N:6]2[CH2:11][CH2:10][CH:9]([O:12][C:13]3[CH:18]=[CH:17][C:16]([N:19]4[CH:23]=[N:22][C:21]([C:24]([N:52]([O:53][CH3:54])[CH3:51])=[O:26])=[N:20]4)=[CH:15][CH:14]=3)[CH2:8][CH2:7]2)[CH2:5][CH2:4][CH2:3]1, predict the reactants needed to synthesize it. The reactants are: Cl.[CH:2]1([N:6]2[CH2:11][CH2:10][CH:9]([O:12][C:13]3[CH:18]=[CH:17][C:16]([N:19]4[CH:23]=[N:22][C:21]([C:24]([OH:26])=O)=[N:20]4)=[CH:15][CH:14]=3)[CH2:8][CH2:7]2)[CH2:5][CH2:4][CH2:3]1.Cl.CN(C)CCCN=C=NCC.O.ON1C2C=CC=CC=2N=N1.Cl.[CH3:51][NH:52][O:53][CH3:54].C(=O)([O-])O.[Na+].